This data is from Full USPTO retrosynthesis dataset with 1.9M reactions from patents (1976-2016). The task is: Predict the reactants needed to synthesize the given product. (1) Given the product [O:1]1[CH2:2][CH2:3][CH:4]([C:7]2[C:8]([O:13][C@H:14]3[CH2:19][CH2:18][C@H:17]([NH:20][C:22]4[CH:27]=[CH:26][CH:25]=[CH:24][N:23]=4)[CH2:16][CH2:15]3)=[N:9][CH:10]=[CH:11][N:12]=2)[CH2:5][CH2:6]1, predict the reactants needed to synthesize it. The reactants are: [O:1]1[CH2:6][CH2:5][CH:4]([C:7]2[C:8]([O:13][C@H:14]3[CH2:19][CH2:18][C@H:17]([NH2:20])[CH2:16][CH2:15]3)=[N:9][CH:10]=[CH:11][N:12]=2)[CH2:3][CH2:2]1.F[C:22]1[CH:27]=[CH:26][CH:25]=[CH:24][N:23]=1. (2) Given the product [CH2:1]([O:5][C:6]([N:8]1[CH2:12][C@H:11]([SH:13])[CH2:10][C@H:9]1[CH2:23][N:24]([CH2:34][C:35]([OH:37])=[O:36])[CH2:25][C:26]1[CH:31]=[C:30]([F:32])[CH:29]=[CH:28][C:27]=1[F:33])=[O:7])[CH2:2][CH2:3][CH3:4], predict the reactants needed to synthesize it. The reactants are: [CH2:1]([O:5][C:6]([N:8]1[CH2:12][C@H:11]([S:13]CC2C=CC(OC)=CC=2)[CH2:10][C@H:9]1[CH2:23][N:24]([CH2:34][C:35]([O:37]C(C)(C)C)=[O:36])[CH2:25][C:26]1[CH:31]=[C:30]([F:32])[CH:29]=[CH:28][C:27]=1[F:33])=[O:7])[CH2:2][CH2:3][CH3:4].C([SiH](CC)CC)C. (3) The reactants are: Cl.[CH2:2]([NH:4][C:5]([N:7]1[CH2:11][C:10]([CH3:13])([CH3:12])[CH:9]=[N:8]1)=[NH:6])[CH3:3].CCN(P1(N(C)CCCN1C)=NC(C)(C)C)CC.[Br:32][C:33]1[CH:34]=[C:35]([S:46](Cl)(=[O:48])=[O:47])[CH:36]=[CH:37][C:38]=1[NH:39][C:40](=[O:45])[C:41]([F:44])([F:43])[F:42].Cl. Given the product [Br:32][C:33]1[CH:34]=[C:35]([S:46](=[O:48])(=[O:47])[N:6]=[C:5]([N:7]2[CH2:11][C:10]([CH3:12])([CH3:13])[CH:9]=[N:8]2)[NH:4][CH2:2][CH3:3])[CH:36]=[CH:37][C:38]=1[NH:39][C:40](=[O:45])[C:41]([F:43])([F:44])[F:42], predict the reactants needed to synthesize it. (4) Given the product [C:1]([C:3]1([NH:6][C:7]([CH:9]2[CH2:13][CH:12]([S:14]([C:17]3[CH:22]=[CH:21][C:20]([N:36]4[CH:40]=[CH:39][CH:38]=[N:37]4)=[CH:19][C:18]=3[C:24]([F:26])([F:27])[F:25])(=[O:16])=[O:15])[CH2:11][CH:10]2[C:28]([N:30]2[CH2:33][C:32]([F:34])([F:35])[CH2:31]2)=[O:29])=[O:8])[CH2:4][CH2:5]1)#[N:2], predict the reactants needed to synthesize it. The reactants are: [C:1]([C:3]1([NH:6][C:7]([C@@H:9]2[CH2:13][C@@H:12]([S:14]([C:17]3[CH:22]=[CH:21][C:20](F)=[CH:19][C:18]=3[C:24]([F:27])([F:26])[F:25])(=[O:16])=[O:15])[CH2:11][C@H:10]2[C:28]([N:30]2[CH2:33][C:32]([F:35])([F:34])[CH2:31]2)=[O:29])=[O:8])[CH2:5][CH2:4]1)#[N:2].[NH:36]1[CH:40]=[CH:39][CH:38]=[N:37]1. (5) Given the product [CH2:18]([C:13]1[C:12]([CH2:11][O:10][C:7]2[CH:8]=[CH:9][C:4]([C:3]([NH:23][C:24]([CH3:28])([CH3:27])[CH2:25][OH:26])=[O:22])=[CH:5][N:6]=2)=[C:16]([CH3:17])[O:15][N:14]=1)[CH2:19][CH2:20][CH3:21], predict the reactants needed to synthesize it. The reactants are: CO[C:3](=[O:22])[C:4]1[CH:9]=[CH:8][C:7]([O:10][CH2:11][C:12]2[C:13]([CH2:18][CH2:19][CH2:20][CH3:21])=[N:14][O:15][C:16]=2[CH3:17])=[N:6][CH:5]=1.[NH2:23][C:24]([CH3:28])([CH3:27])[CH2:25][OH:26]. (6) Given the product [NH2:1][C:2]1[C:3]([C:16]#[N:17])=[C:4]([C:11]2[O:12][CH:13]=[CH:14][CH:15]=2)[C:5]([C:9]#[N:10])=[C:6]([S:8][CH3:18])[N:7]=1, predict the reactants needed to synthesize it. The reactants are: [NH2:1][C:2]1[NH:7][C:6](=[S:8])[C:5]([C:9]#[N:10])=[C:4]([C:11]2[O:12][CH:13]=[CH:14][CH:15]=2)[C:3]=1[C:16]#[N:17].[CH3:18][O-].[Na+].CI. (7) Given the product [CH3:1][CH:2]([CH3:6])[CH2:3][CH2:4][S:5][C:17]1[N:22]=[N:21][C:20]([N:23]2[CH2:24][CH2:25][N:26]([C:29]([C:31]3[CH:36]=[CH:35][CH:34]=[CH:33][C:32]=3[C:37]([F:38])([F:40])[F:39])=[O:30])[CH2:27][CH2:28]2)=[CH:19][CH:18]=1, predict the reactants needed to synthesize it. The reactants are: [CH3:1][CH:2]([CH3:6])[CH2:3][CH2:4][SH:5].C1(CCS)C=CC=CC=1.Cl[C:17]1[N:22]=[N:21][C:20]([N:23]2[CH2:28][CH2:27][N:26]([C:29]([C:31]3[CH:36]=[CH:35][CH:34]=[CH:33][C:32]=3[C:37]([F:40])([F:39])[F:38])=[O:30])[CH2:25][CH2:24]2)=[CH:19][CH:18]=1. (8) Given the product [F:25][C:26]1[CH:33]=[C:32]([CH:34]([OH:35])[C:6]2[N:2]([CH3:1])[CH:3]=[N:4][CH:5]=2)[CH:31]=[CH:30][C:27]=1[C:28]#[N:29], predict the reactants needed to synthesize it. The reactants are: [CH3:1][N:2]1[CH:6]=[CH:5][N:4]=[CH:3]1.C([Li])CCC.Cl[Si](CC)(CC)CC.C([Li])(CC)C.[F:25][C:26]1[CH:33]=[C:32]([CH:34]=[O:35])[CH:31]=[CH:30][C:27]=1[C:28]#[N:29]. (9) Given the product [CH3:1][C:2]1[CH:3]=[C:4]([CH:5]=[C:6]([O:8][C:9]2[CH:14]=[CH:13][C:12]([C:15]([F:18])([F:17])[F:16])=[CH:11][N:10]=2)[CH:7]=1)[CH:23]=[C:24]1[CH2:29][CH2:28][N:27]([C:30]([O:32][C:33]([CH3:36])([CH3:35])[CH3:34])=[O:31])[CH2:26][CH2:25]1, predict the reactants needed to synthesize it. The reactants are: [CH3:1][C:2]1[CH:3]=[C:4](B(O)O)[CH:5]=[C:6]([O:8][C:9]2[CH:14]=[CH:13][C:12]([C:15]([F:18])([F:17])[F:16])=[CH:11][N:10]=2)[CH:7]=1.Br[CH:23]=[C:24]1[CH2:29][CH2:28][N:27]([C:30]([O:32][C:33]([CH3:36])([CH3:35])[CH3:34])=[O:31])[CH2:26][CH2:25]1.[O-]P([O-])([O-])=O.[K+].[K+].[K+].